Dataset: Reaction yield outcomes from USPTO patents with 853,638 reactions. Task: Predict the reaction yield, written as a fraction of the theoretical maximum amount of product (1.0 means a 100% yield; for example, 0.34 means a 34% yield). (1) The reactants are Br[C:2]1[CH:3]=[CH:4][C:5]([O:8][C:9]2[CH:14]=[CH:13][CH:12]=[CH:11][C:10]=2[F:15])=[N:6][CH:7]=1.[O:16]1CCC[CH2:17]1.C([Li])CCC.CN(C)C=O. The catalyst is O. The product is [F:15][C:10]1[CH:11]=[CH:12][CH:13]=[CH:14][C:9]=1[O:8][C:5]1[N:6]=[CH:7][C:2]([CH:17]=[O:16])=[CH:3][CH:4]=1. The yield is 0.530. (2) The reactants are Cl.[NH2:2][CH2:3][C:4]1[CH:12]=[CH:11][CH:10]=[C:9]2[C:5]=1[C:6](=[O:22])[N:7]([CH:14]1[CH2:19][CH2:18][C:17](=[O:20])[NH:16][C:15]1=[O:21])[C:8]2=[O:13].[Cl:23][C:24]1[C:29]([C:30](Cl)=[O:31])=[CH:28][C:27]([Cl:33])=[CH:26][N:25]=1.C(N(CC)CC)C. The catalyst is C1COCC1. The product is [Cl:23][C:24]1[N:25]=[CH:26][C:27]([Cl:33])=[CH:28][C:29]=1[C:30]([NH:2][CH2:3][C:4]1[CH:12]=[CH:11][CH:10]=[C:9]2[C:5]=1[C:6](=[O:22])[N:7]([CH:14]1[CH2:19][CH2:18][C:17](=[O:20])[NH:16][C:15]1=[O:21])[C:8]2=[O:13])=[O:31]. The yield is 0.540. (3) The reactants are Cl[C:2]1[N:24]=[CH:23][C:5]2[N:6]([C:17]3[CH:22]=[CH:21][CH:20]=[CH:19][CH:18]=3)[C:7](=[O:16])[CH:8]([CH3:15])[N:9]([CH2:10][CH2:11][CH:12]([CH3:14])[CH3:13])[C:4]=2[CH:3]=1.[NH2:25][C:26]1[CH:27]=[C:28]2[C:32](=[CH:33][CH:34]=1)[N:31]([CH:35]1[CH2:40][CH2:39][CH2:38][CH2:37][O:36]1)[N:30]=[CH:29]2.C1(P(C2C=CC=CC=2)C2C=CC3C(=CC=CC=3)C=2C2C3C(=CC=CC=3)C=CC=2P(C2C=CC=CC=2)C2C=CC=CC=2)C=CC=CC=1.C([O-])([O-])=O.[Cs+].[Cs+]. The catalyst is C1(C)C=CC=CC=1.C1C=CC(/C=C/C(/C=C/C2C=CC=CC=2)=O)=CC=1.C1C=CC(/C=C/C(/C=C/C2C=CC=CC=2)=O)=CC=1.[Pd]. The product is [CH3:15][CH:8]1[C:7](=[O:16])[N:6]([C:17]2[CH:22]=[CH:21][CH:20]=[CH:19][CH:18]=2)[C:5]2[CH:23]=[N:24][C:2]([NH:25][C:26]3[CH:27]=[C:28]4[C:32](=[CH:33][CH:34]=3)[N:31]([CH:35]3[CH2:40][CH2:39][CH2:38][CH2:37][O:36]3)[N:30]=[CH:29]4)=[CH:3][C:4]=2[N:9]1[CH2:10][CH2:11][CH:12]([CH3:14])[CH3:13]. The yield is 0.650. (4) The reactants are [Br:1][C:2]1[C:8]([Cl:9])=[CH:7][C:5]([NH2:6])=[C:4]([N+:10]([O-:12])=[O:11])[CH:3]=1.C(O)(C(F)(F)F)=O.[BH-](OC(C)=O)(OC(C)=O)OC(C)=O.[Na+].[CH3:34][S:35][C:36]1[O:37][C:38]2[CH:44]=[C:43]([CH:45]=O)[CH:42]=[CH:41][C:39]=2[N:40]=1. The catalyst is C(Cl)Cl. The product is [Br:1][C:2]1[C:8]([Cl:9])=[CH:7][C:5]([NH:6][CH2:45][C:43]2[CH:42]=[CH:41][C:39]3[N:40]=[C:36]([S:35][CH3:34])[O:37][C:38]=3[CH:44]=2)=[C:4]([N+:10]([O-:12])=[O:11])[CH:3]=1. The yield is 0.482. (5) The reactants are [F:1][C:2]1[CH:3]=[C:4]([CH:56]=[CH:57][C:58]=1[F:59])[C:5]([N:7]=[C:8]([NH:50][C@@H:51]([CH3:55])[CH2:52][O:53][CH3:54])[NH:9][C:10]1[C:18]2[C:13](=[CH:14][C:15]([C:19]([F:22])([F:21])[F:20])=[CH:16][CH:17]=2)[N:12]([C:23]([O:25][CH2:26][O:27][C:28](=[O:49])[C:29]2[CH:34]=[CH:33][C:32]([CH2:35][O:36][P:37]([O:44]C(C)(C)C)([O:39]C(C)(C)C)=[O:38])=[CH:31][CH:30]=2)=[O:24])[N:11]=1)=[O:6].FC(F)(F)C(O)=O. The catalyst is C(Cl)Cl. The product is [F:1][C:2]1[CH:3]=[C:4]([CH:56]=[CH:57][C:58]=1[F:59])[C:5]([N:7]=[C:8]([NH:50][C@@H:51]([CH3:55])[CH2:52][O:53][CH3:54])[NH:9][C:10]1[C:18]2[C:13](=[CH:14][C:15]([C:19]([F:20])([F:22])[F:21])=[CH:16][CH:17]=2)[N:12]([C:23]([O:25][CH2:26][O:27][C:28](=[O:49])[C:29]2[CH:30]=[CH:31][C:32]([CH2:35][O:36][P:37]([OH:44])([OH:39])=[O:38])=[CH:33][CH:34]=2)=[O:24])[N:11]=1)=[O:6]. The yield is 0.900. (6) The reactants are [N+:1]([C:4]1[CH:9]=[CH:8][C:7]([C:10]2[S:11][C:12]3[CH:18]=[C:17]([CH3:19])[CH:16]=[C:15]([O:20][S:21]([OH:24])(=[O:23])=[O:22])[C:13]=3[N:14]=2)=[CH:6][CH:5]=1)([O-])=O.O.O.Cl[Sn]Cl. The catalyst is C(O)C. The product is [NH2:1][C:4]1[CH:9]=[CH:8][C:7]([C:10]2[S:11][C:12]3[CH:18]=[C:17]([CH3:19])[CH:16]=[C:15]([O:20][S:21]([OH:24])(=[O:23])=[O:22])[C:13]=3[N:14]=2)=[CH:6][CH:5]=1. The yield is 0.650. (7) The reactants are [F:1][C:2]1[CH:7]=[CH:6][C:5]([CH:8]2[CH2:13][CH2:12][N:11]([C:14]([C:16]3[C:17]([NH:27][C:28]4[CH:33]=[CH:32][CH:31]=[CH:30][C:29]=4[CH3:34])=[C:18]([CH3:26])[C:19]([S:22]([OH:25])(=O)=[O:23])=[N:20][CH:21]=3)=[O:15])[CH2:10][CH2:9]2)=[CH:4][CH:3]=1.Cl.[CH3:36][C:37]1[CH:41]=[C:40]([NH2:42])[S:39][N:38]=1. No catalyst specified. The product is [F:1][C:2]1[CH:7]=[CH:6][C:5]([CH:8]2[CH2:13][CH2:12][N:11]([C:14]([C:16]3[C:17]([NH:27][C:28]4[CH:33]=[CH:32][CH:31]=[CH:30][C:29]=4[CH3:34])=[C:18]([CH3:26])[C:19]([S:22]([NH:42][C:40]4[S:39][N:38]=[C:37]([CH3:36])[CH:41]=4)(=[O:25])=[O:23])=[N:20][CH:21]=3)=[O:15])[CH2:10][CH2:9]2)=[CH:4][CH:3]=1. The yield is 0.390.